Task: Regression. Given a peptide amino acid sequence and an MHC pseudo amino acid sequence, predict their binding affinity value. This is MHC class II binding data.. Dataset: Peptide-MHC class II binding affinity with 134,281 pairs from IEDB (1) The peptide sequence is LKLFAAETLKATEET. The MHC is DRB1_0101 with pseudo-sequence DRB1_0101. The binding affinity (normalized) is 0.851. (2) The peptide sequence is APEVKYTVFETALEK. The MHC is HLA-DQA10501-DQB10301 with pseudo-sequence HLA-DQA10501-DQB10301. The binding affinity (normalized) is 0.251. (3) The peptide sequence is SLGVGADQGCAINFG. The MHC is HLA-DQA10201-DQB10303 with pseudo-sequence HLA-DQA10201-DQB10303. The binding affinity (normalized) is 0.239. (4) The peptide sequence is TIPNIMFFSTMKRPS. The MHC is DRB1_0301 with pseudo-sequence DRB1_0301. The binding affinity (normalized) is 0.671. (5) The peptide sequence is KTMVKKWRDVPYLTK. The MHC is HLA-DQA10201-DQB10301 with pseudo-sequence HLA-DQA10201-DQB10301. The binding affinity (normalized) is 0.316. (6) The peptide sequence is IAPAVQTNWQKLETFWAKHM. The MHC is DRB1_0301 with pseudo-sequence DRB1_0301. The binding affinity (normalized) is 0.338. (7) The peptide sequence is TFHVEKGSNPNYLAL. The MHC is DRB3_0202 with pseudo-sequence DRB3_0202. The binding affinity (normalized) is 0.126.